From a dataset of Catalyst prediction with 721,799 reactions and 888 catalyst types from USPTO. Predict which catalyst facilitates the given reaction. (1) Reactant: Cl.[F:2][C:3]([F:29])([F:28])[C:4]1[CH:5]=[C:6]([CH:21]=[C:22]([C:24]([F:27])([F:26])[F:25])[CH:23]=1)[CH2:7][O:8][C@H:9]1[CH2:14][CH2:13][NH:12][CH2:11][C@H:10]1[C:15]1[CH:20]=[CH:19][CH:18]=[CH:17][CH:16]=1.[CH3:30][O:31][C:32]1[CH:39]=[CH:38][CH:37]=[CH:36][C:33]=1[CH2:34]O.C(N(C(C)C)CC)(C)C.O. Product: [F:29][C:3]([F:2])([F:28])[C:4]1[CH:5]=[C:6]([CH:21]=[C:22]([C:24]([F:27])([F:25])[F:26])[CH:23]=1)[CH2:7][O:8][C@H:9]1[CH2:14][CH2:13][N:12]([CH2:34][C:33]2[CH:36]=[CH:37][CH:38]=[CH:39][C:32]=2[O:31][CH3:30])[CH2:11][C@H:10]1[C:15]1[CH:16]=[CH:17][CH:18]=[CH:19][CH:20]=1. The catalyst class is: 4. (2) The catalyst class is: 603. Product: [CH3:1][O:2][CH:3]([O:15][CH3:16])[C:4]1[CH:9]=[CH:8][C:7]([CH2:10][CH3:11])=[C:6]([CH:5]=1)[NH2:12]. Reactant: [CH3:1][O:2][CH:3]([O:15][CH3:16])[C:4]1[CH:9]=[CH:8][C:7]([CH2:10][CH3:11])=[C:6]([N+:12]([O-])=O)[CH:5]=1.